This data is from Peptide-MHC class I binding affinity with 185,985 pairs from IEDB/IMGT. The task is: Regression. Given a peptide amino acid sequence and an MHC pseudo amino acid sequence, predict their binding affinity value. This is MHC class I binding data. The peptide sequence is AASCGGAVF. The MHC is HLA-A02:02 with pseudo-sequence HLA-A02:02. The binding affinity (normalized) is 0.0787.